This data is from Reaction yield outcomes from USPTO patents with 853,638 reactions. The task is: Predict the reaction yield, written as a fraction of the theoretical maximum amount of product (1.0 means a 100% yield; for example, 0.34 means a 34% yield). (1) The reactants are [N+:1]([C:4]1[CH:10]=CC=C[C:5]=1[NH2:6])([O-:3])=[O:2].C([C:15]1[CH:20]=[C:19](C)[CH:18]=[C:17](C(C)(C)C)[C:16]=1O)(C)(C)C.C(N(CC)CC)C.C(Cl)(=[O:37])C=C. The catalyst is CN(C1C=CN=CC=1)C.ClCCl. The product is [N+:1]([C:4](=[CH2:10])[C:5]([NH:6][C:15]1[CH:16]=[CH:17][CH:18]=[CH:19][CH:20]=1)=[O:37])([O-:3])=[O:2]. The yield is 0.270. (2) The yield is 0.867. The reactants are C(O[CH:4]=[C:5]([CH3:12])[C:6](=O)[C:7]([F:10])([F:9])[F:8])C.O.[NH2:14][NH2:15]. The catalyst is C(O)C. The product is [CH3:12][C:5]1[C:6]([C:7]([F:10])([F:9])[F:8])=[N:14][NH:15][CH:4]=1.